The task is: Predict the reactants needed to synthesize the given product.. This data is from Full USPTO retrosynthesis dataset with 1.9M reactions from patents (1976-2016). (1) Given the product [O:1]=[C:2]1[CH2:6][CH2:5][CH2:4][N:3]1[CH2:7][CH2:8][CH2:9][NH:10][C:11]([C:13]1[CH:14]=[CH:15][C:16]([N:28]2[CH2:33][CH2:32][N:31]([C:34]3[CH:39]=[CH:38][CH:37]=[CH:36][C:35]=3[CH3:40])[CH2:30][CH2:29]2)=[C:17]([NH:19][C:20]([C:22]2[O:23][C:24]([C:50]#[CH:51])=[CH:25][CH:26]=2)=[O:21])[CH:18]=1)=[O:12], predict the reactants needed to synthesize it. The reactants are: [O:1]=[C:2]1[CH2:6][CH2:5][CH2:4][N:3]1[CH2:7][CH2:8][CH2:9][NH:10][C:11]([C:13]1[CH:14]=[CH:15][C:16]([N:28]2[CH2:33][CH2:32][N:31]([C:34]3[CH:39]=[CH:38][CH:37]=[CH:36][C:35]=3[CH3:40])[CH2:30][CH2:29]2)=[C:17]([NH:19][C:20]([C:22]2[O:23][C:24](Br)=[CH:25][CH:26]=2)=[O:21])[CH:18]=1)=[O:12].C([O-])([O-])=O.[K+].[K+].OO.O.[CH3:50][C:51](N(C)C)=O. (2) Given the product [CH:1]1([C:4]2[CH:9]=[CH:8][N:7]=[CH:6][C:5]=2[N:10]2[CH2:14][CH2:13][N:12]([C:27]3[CH:17]=[CH:18][C:19]4[O:23][C:22]([F:24])([F:25])[O:21][C:20]=4[CH:26]=3)[C:11]2=[O:15])[CH2:3][CH2:2]1, predict the reactants needed to synthesize it. The reactants are: [CH:1]1([C:4]2[CH:9]=[CH:8][N:7]=[CH:6][C:5]=2[N:10]2[CH2:14][CH2:13][NH:12][C:11]2=[O:15])[CH2:3][CH2:2]1.Br[C:17]1[CH:27]=[CH:26][C:20]2[O:21][C:22]([F:25])([F:24])[O:23][C:19]=2[CH:18]=1.CN[C@@H]1CCCC[C@H]1NC.P([O-])([O-])([O-])=O.[K+].[K+].[K+].